This data is from Forward reaction prediction with 1.9M reactions from USPTO patents (1976-2016). The task is: Predict the product of the given reaction. Given the reactants [ClH:1].[Cl:2][CH2:3][C:4]1[N:5]=[CH:6][N:7]([CH2:9][CH3:10])[CH:8]=1.[C:11]1([P:17]([C:24]2[CH:29]=[CH:28][CH:27]=[CH:26][CH:25]=2)[C:18]2[CH:23]=[CH:22][CH:21]=[CH:20][CH:19]=2)[CH:16]=[CH:15][CH:14]=[CH:13][CH:12]=1, predict the reaction product. The product is: [ClH:2].[Cl-:1].[CH2:9]([N:7]1[CH:8]=[C:4]([CH2:3][P+:17]([C:18]2[CH:19]=[CH:20][CH:21]=[CH:22][CH:23]=2)([C:24]2[CH:29]=[CH:28][CH:27]=[CH:26][CH:25]=2)[C:11]2[CH:12]=[CH:13][CH:14]=[CH:15][CH:16]=2)[N:5]=[CH:6]1)[CH3:10].